From a dataset of Full USPTO retrosynthesis dataset with 1.9M reactions from patents (1976-2016). Predict the reactants needed to synthesize the given product. (1) Given the product [CH2:19]([N:18]([CH2:21][CH3:22])[CH2:17][CH2:16][N:15]([CH2:13][CH3:14])[C:1](=[O:12])/[CH:2]=[CH:3]/[CH2:4][CH2:5][CH2:6][CH2:7][CH2:8][CH2:9][CH3:10])[CH3:20], predict the reactants needed to synthesize it. The reactants are: [C:1]([OH:12])(=O)/[CH:2]=[CH:3]/[CH2:4][CH2:5][CH2:6][CH2:7][CH2:8][CH2:9][CH3:10].[CH2:13]([NH:15][CH2:16][CH2:17][N:18]([CH2:21][CH3:22])[CH2:19][CH3:20])[CH3:14]. (2) Given the product [CH:1]1([C:7]2[CH:12]=[CH:11][CH:10]=[C:9]([CH:13]3[O:14][CH2:15][CH2:16][O:17]3)[N:8]=2)[CH2:3][CH2:2]1, predict the reactants needed to synthesize it. The reactants are: [CH:1]1([Mg]Br)[CH2:3][CH2:2]1.Br[C:7]1[CH:12]=[CH:11][CH:10]=[C:9]([CH:13]2[O:17][CH2:16][CH2:15][O:14]2)[N:8]=1.CCOC(C)=O.[Cl-].[NH4+]. (3) The reactants are: [CH2:1]([N:8]1[C:17]2[C:12](=[CH:13][CH:14]=[CH:15][CH:16]=2)[N:11]([CH2:18][CH2:19][NH2:20])[CH2:10][CH2:9]1)[C:2]1[CH:7]=[CH:6][CH:5]=[CH:4][CH:3]=1.C=O.F[C:24](F)(F)C(O)=O. Given the product [CH2:1]([N:8]1[CH:24]=[C:13]2[CH:14]=[CH:15][CH2:16][C:17]3[NH:20][CH2:19][CH2:18][N:11]([C:12]=32)[CH2:10][CH2:9]1)[C:2]1[CH:3]=[CH:4][CH:5]=[CH:6][CH:7]=1, predict the reactants needed to synthesize it. (4) Given the product [Br:25][C:26]1[C:31]([F:32])=[CH:30][C:29]([S:33]([NH:14][C:13]2[CH:15]=[C:9]([N:4]3[CH2:3][C@H:2]([CH3:1])[NH:7][C@H:6]([CH3:8])[CH2:5]3)[CH:10]=[CH:11][C:12]=2[O:16][CH3:17])(=[O:34])=[O:35])=[C:28]([F:37])[CH:27]=1, predict the reactants needed to synthesize it. The reactants are: [CH3:1][C@H:2]1[NH:7][C@@H:6]([CH3:8])[CH2:5][N:4]([C:9]2[CH:10]=[CH:11][C:12]([O:16][CH3:17])=[C:13]([CH:15]=2)[NH2:14])[CH2:3]1.CN1CCOCC1.[Br:25][C:26]1[C:31]([F:32])=[CH:30][C:29]([S:33](Cl)(=[O:35])=[O:34])=[C:28]([F:37])[CH:27]=1. (5) Given the product [F:11][C:7]1[CH:8]=[CH:9][CH:10]=[C:5]([CH2:4][O:17][C@H:15]([CH3:16])[C:14]([F:19])([F:18])[F:13])[CH:6]=1, predict the reactants needed to synthesize it. The reactants are: [H-].[Na+].Br[CH2:4][C:5]1[CH:10]=[CH:9][CH:8]=[C:7]([F:11])[CH:6]=1.O.[F:13][C:14]([F:19])([F:18])[C@H:15]([OH:17])[CH3:16]. (6) Given the product [CH2:1]([O:8][C:9](=[O:10])[NH:11][CH2:12][C:13](=[O:15])[NH:25][CH2:27][O:28][CH3:29])[C:2]1[CH:3]=[CH:4][CH:5]=[CH:6][CH:7]=1, predict the reactants needed to synthesize it. The reactants are: [CH2:1]([O:8][C:9]([NH:11][CH2:12][C:13]([OH:15])=O)=[O:10])[C:2]1[CH:7]=[CH:6][CH:5]=[CH:4][CH:3]=1.Cl.C(N=C=NCCC[N:25]([CH3:27])C)C.[OH:28][C:29]1C2N=NNC=2C=CC=1.Cl.CNOC.C(N(CC)CC)C.